From a dataset of Full USPTO retrosynthesis dataset with 1.9M reactions from patents (1976-2016). Predict the reactants needed to synthesize the given product. (1) The reactants are: [CH2:1]([O:3][C:4]([C:6]1[N:7]([C:27]2[CH:32]=[CH:31][C:30]([O:33][CH:34]([CH3:36])[CH3:35])=[CH:29][CH:28]=2)[C:8]2[C:13]([C:14]=1[CH:15]=O)=[CH:12][C:11]([C:17]1[CH:22]=[CH:21][C:20]([C:23]([F:26])([F:25])[F:24])=[CH:19][N:18]=1)=[CH:10][CH:9]=2)=[O:5])[CH3:2].[NH2:37][CH:38]([CH2:41][OH:42])[CH2:39][OH:40]. Given the product [CH2:1]([O:3][C:4]([C:6]1[N:7]([C:27]2[CH:28]=[CH:29][C:30]([O:33][CH:34]([CH3:35])[CH3:36])=[CH:31][CH:32]=2)[C:8]2[C:13]([C:14]=1[CH2:15][NH:37][CH:38]([CH2:41][OH:42])[CH2:39][OH:40])=[CH:12][C:11]([C:17]1[CH:22]=[CH:21][C:20]([C:23]([F:25])([F:24])[F:26])=[CH:19][N:18]=1)=[CH:10][CH:9]=2)=[O:5])[CH3:2], predict the reactants needed to synthesize it. (2) Given the product [Cl:1][C:2]1[CH:3]=[CH:4][C:5]2[C:11]3[N:28]=[C:27]([NH:26][C:22]4[CH:23]=[CH:24][CH:25]=[C:20]([Cl:19])[CH:21]=4)[N:29]=[CH:13][C:10]=3[CH2:9][C:8](=[O:17])[NH:7][C:6]=2[CH:18]=1, predict the reactants needed to synthesize it. The reactants are: [Cl:1][C:2]1[CH:3]=[CH:4][C:5]2[C:11](=O)[C:10](=[CH:13]N(C)C)[CH2:9][C:8](=[O:17])[NH:7][C:6]=2[CH:18]=1.[Cl:19][C:20]1[CH:21]=[C:22]([NH:26][C:27]([NH2:29])=[NH:28])[CH:23]=[CH:24][CH:25]=1. (3) Given the product [F:21][C:2]([F:1])([F:20])[C:3]([N:5]1[CH2:11][CH:10]2[CH2:12][CH:7]([CH2:8][NH:9]2)[CH2:6]1)=[O:4], predict the reactants needed to synthesize it. The reactants are: [F:1][C:2]([F:21])([F:20])[C:3]([N:5]1[CH2:11][CH:10]2[CH2:12][CH:7]([CH2:8][N:9]2C(OC(C)(C)C)=O)[CH2:6]1)=[O:4]. (4) Given the product [Br:5][C:6]1[N:7]=[C:8]([C:15]([C:17]2[CH:28]=[C:21]3[C:20](=[CH:19][CH:18]=2)[N:25]=[C:24]([CH3:26])[N:4]([CH2:1][CH2:2][CH3:3])[C:22]3=[O:23])=[O:16])[N:9]2[CH:14]=[CH:13][CH:12]=[CH:11][C:10]=12, predict the reactants needed to synthesize it. The reactants are: [CH2:1]([NH2:4])[CH2:2][CH3:3].[Br:5][C:6]1[N:7]=[C:8]([C:15]([C:17]2[CH:18]=[CH:19][C:20]3[N:25]=[C:24]([CH3:26])[O:23][C:22](=O)[C:21]=3[CH:28]=2)=[O:16])[N:9]2[CH:14]=[CH:13][CH:12]=[CH:11][C:10]=12.C(=O)([O-])[O-].[Na+].[Na+]. (5) Given the product [Cl:1][C:2]1[CH:27]=[C:26]([NH:28][C:29]([NH:31][C:32]2[CH:37]=[N:36][C:35]([C:38]#[N:39])=[CH:34][N:33]=2)=[O:30])[CH:25]=[CH:24][C:3]=1[O:4][CH2:5][CH2:6][NH:7][CH2:15][C:16]1[CH:21]=[CH:20][C:19]([F:22])=[CH:18][C:17]=1[F:23], predict the reactants needed to synthesize it. The reactants are: [Cl:1][C:2]1[CH:27]=[C:26]([NH:28][C:29]([NH:31][C:32]2[CH:37]=[N:36][C:35]([C:38]#[N:39])=[CH:34][N:33]=2)=[O:30])[CH:25]=[CH:24][C:3]=1[O:4][CH2:5][CH2:6][N:7]([CH2:15][C:16]1[CH:21]=[CH:20][C:19]([F:22])=[CH:18][C:17]=1[F:23])C(=O)OC(C)(C)C.FC(F)(F)C(O)=O. (6) Given the product [Cl:1][C:2]1[CH:7]=[C:6]([C:8]([F:10])([F:9])[F:11])[CH:5]=[C:4]([Cl:12])[C:3]=1[NH:13][N:14]=[CH:15][CH2:16][C:17]#[N:18].[Cl:19][C:20]1[CH:25]=[C:24]([C:26]([F:28])([F:27])[F:29])[CH:23]=[C:22]([Cl:30])[C:21]=1[N:31]=[N:32][CH2:33][CH2:34][C:35]#[N:36], predict the reactants needed to synthesize it. The reactants are: [Cl:1][C:2]1[CH:7]=[C:6]([C:8]([F:11])([F:10])[F:9])[CH:5]=[C:4]([Cl:12])[C:3]=1[NH:13][N:14]=[CH:15][CH2:16][C:17]#[N:18].[Cl:19][C:20]1[CH:25]=[C:24]([C:26]([F:29])([F:28])[F:27])[CH:23]=[C:22]([Cl:30])[C:21]=1[NH:31][NH:32][CH2:33][CH2:34][C:35]#[N:36].